Dataset: NCI-60 drug combinations with 297,098 pairs across 59 cell lines. Task: Regression. Given two drug SMILES strings and cell line genomic features, predict the synergy score measuring deviation from expected non-interaction effect. Drug 1: C1=CC(=C2C(=C1NCCNCCO)C(=O)C3=C(C=CC(=C3C2=O)O)O)NCCNCCO. Drug 2: CCC1(CC2CC(C3=C(CCN(C2)C1)C4=CC=CC=C4N3)(C5=C(C=C6C(=C5)C78CCN9C7C(C=CC9)(C(C(C8N6C=O)(C(=O)OC)O)OC(=O)C)CC)OC)C(=O)OC)O.OS(=O)(=O)O. Cell line: UACC-257. Synergy scores: CSS=14.1, Synergy_ZIP=-1.46, Synergy_Bliss=4.11, Synergy_Loewe=-17.0, Synergy_HSA=0.107.